Dataset: Full USPTO retrosynthesis dataset with 1.9M reactions from patents (1976-2016). Task: Predict the reactants needed to synthesize the given product. Given the product [CH3:40][C:31]1[C:32](=[O:33])[C@@H:34]([OH:39])[CH2:35][C:36]([CH3:37])([CH3:38])[C:30]=1/[CH:29]=[CH:28]/[C:27](/[CH3:41])=[CH:26]/[CH:25]=[CH:24]/[C:23](/[CH3:42])=[CH:22]/[CH:21]=[CH:20]/[CH:19]=[C:18](\[CH3:43])/[CH:17]=[CH:16]/[CH:15]=[C:14](\[CH3:44])/[CH:13]=[CH:12]/[C:3]1[C:4]([CH3:11])([CH3:10])[CH2:5][C@H:6]([OH:9])[C:7](=[O:8])[C:2]=1[CH3:1].[CH2:111]([OH:112])[C@H:81]1[O:82][C@@H:83]2[O:88][C@H:89]3[C@H:94]([OH:95])[C@@H:93]([OH:96])[C@@H:92]([O:97][C@H:98]4[C@H:104]([OH:105])[C@@H:103]([OH:106])[C@@H:101]([O:102][C@H:47]5[C@H:48]([OH:120])[C@@H:49]([OH:119])[C@@H:50]([O:52][C@H:53]6[C@H:58]([OH:59])[C@@H:57]([OH:60])[C@@H:56]([O:61][C@H:62]7[C@H:67]([OH:68])[C@@H:66]([OH:69])[C@@H:65]([O:70][C@H:71]8[C@H:76]([OH:77])[C@@H:75]([OH:78])[C@@H:74]([O:79][C@H:80]1[C@H:85]([OH:86])[C@H:84]2[OH:87])[O:73][C@@H:72]8[CH2:113][OH:114])[O:64][C@@H:63]7[CH2:115][OH:116])[O:55][C@@H:54]6[CH2:117][OH:118])[O:51][C@@H:46]5[CH2:45][OH:121])[O:100][C@@H:99]4[CH2:107][OH:108])[O:91][C@@H:90]3[CH2:109][OH:110].[NH2:122][CH2:123][C:124]([OH:126])=[O:125], predict the reactants needed to synthesize it. The reactants are: [CH3:1][C:2]1[C:7](=[O:8])[C@@H:6]([OH:9])[CH2:5][C:4]([CH3:11])([CH3:10])[C:3]=1/[CH:12]=[CH:13]/[C:14](/[CH3:44])=[CH:15]/[CH:16]=[CH:17]/[C:18](/[CH3:43])=[CH:19]/[CH:20]=[CH:21]/[CH:22]=[C:23](\[CH3:42])/[CH:24]=[CH:25]/[CH:26]=[C:27](\[CH3:41])/[CH:28]=[CH:29]/[C:30]1[C:36]([CH3:38])([CH3:37])[CH2:35][C@H:34]([OH:39])[C:32](=[O:33])[C:31]=1[CH3:40].[CH2:45]([OH:121])[C@H:46]1[O:51][C@@H:50]2[O:52][C@H:53]3[C@H:58]([OH:59])[C@@H:57]([OH:60])[C@@H:56]([O:61][C@H:62]4[C@H:67]([OH:68])[C@@H:66]([OH:69])[C@@H:65]([O:70][C@H:71]5[C@H:76]([OH:77])[C@@H:75]([OH:78])[C@@H:74]([O:79][C@H:80]6[C@H:85]([OH:86])[C@@H:84]([OH:87])[C@@H:83]([O:88][C@H:89]7[C@H:94]([OH:95])[C@@H:93]([OH:96])[C@@H:92]([O:97][C@H:98]8[C@H:104]([OH:105])[C@@H:103]([OH:106])[C@@H:101]([O:102][C@H:47]1[C@H:48]([OH:120])[C@H:49]2[OH:119])[O:100][C@@H:99]8[CH2:107][OH:108])[O:91][C@@H:90]7[CH2:109][OH:110])[O:82][C@@H:81]6[CH2:111][OH:112])[O:73][C@@H:72]5[CH2:113][OH:114])[O:64][C@@H:63]4[CH2:115][OH:116])[O:55][C@@H:54]3[CH2:117][OH:118].[NH2:122][CH2:123][C:124]([OH:126])=[O:125].